Dataset: Forward reaction prediction with 1.9M reactions from USPTO patents (1976-2016). Task: Predict the product of the given reaction. (1) Given the reactants [CH:1]1([S:4]([NH:7][C:8]([C@@:10]23[CH2:25][C@H:24]2[CH:23]=[CH:22][CH2:21][CH2:20][CH2:19][CH2:18][CH2:17][C@H:16]([NH:26][C:27]([NH2:29])=[S:28])[C:15](=[O:30])[N:14]2[CH2:31][C@H:32]([O:34][C:35]4[C:36]5[O:53][C:52]6[CH:54]=[CH:55][CH:56]=[CH:57][C:51]=6[C:37]=5[N:38]=[C:39]([C:41]5[CH:46]=[CH:45][C:44]([O:47][CH:48]([CH3:50])[CH3:49])=[CH:43][CH:42]=5)[N:40]=4)[CH2:33][C@H:13]2[C:12](=[O:58])[NH:11]3)=[O:9])(=[O:6])=[O:5])[CH2:3][CH2:2]1.C(=O)(O)[O-].[Na+].Cl[CH:65]([CH3:69])[C:66](=O)[CH3:67], predict the reaction product. The product is: [CH:1]1([S:4]([NH:7][C:8]([C@@:10]23[CH2:25][C@H:24]2[CH:23]=[CH:22][CH2:21][CH2:20][CH2:19][CH2:18][CH2:17][C@H:16]([NH:26][C:27]2[S:28][C:65]([CH3:69])=[C:66]([CH3:67])[N:29]=2)[C:15](=[O:30])[N:14]2[CH2:31][C@H:32]([O:34][C:35]4[C:36]5[O:53][C:52]6[CH:54]=[CH:55][CH:56]=[CH:57][C:51]=6[C:37]=5[N:38]=[C:39]([C:41]5[CH:46]=[CH:45][C:44]([O:47][CH:48]([CH3:50])[CH3:49])=[CH:43][CH:42]=5)[N:40]=4)[CH2:33][C@H:13]2[C:12](=[O:58])[NH:11]3)=[O:9])(=[O:5])=[O:6])[CH2:3][CH2:2]1. (2) Given the reactants [Br:1][C:2]1[CH:3]=[N:4][C:5](Cl)=[C:6]([CH:11]=1)[C:7]([O:9][CH3:10])=[O:8].Cl.[CH3:14][S:15]([CH2:18][CH2:19][NH2:20])(=[O:17])=[O:16].CN1C(=O)CCC1.C(N(CC)C(C)C)(C)C, predict the reaction product. The product is: [Br:1][C:2]1[CH:3]=[N:4][C:5]([NH:20][CH2:19][CH2:18][S:15]([CH3:14])(=[O:17])=[O:16])=[C:6]([CH:11]=1)[C:7]([O:9][CH3:10])=[O:8]. (3) Given the reactants FC(F)(F)C1C=C(NC(=O)NC2C=CC(C3SC(CCC(O)=O)=NC=3)=CC=2)C=CC=1.[CH3:31][C:32]([CH3:64])([CH2:38][C:39]1[S:40][C:41]([C:44]2[CH:49]=[CH:48][C:47]([NH:50][C:51]([NH:53][C:54]3[CH:59]=[CH:58][CH:57]=[C:56]([C:60]([F:63])([F:62])[F:61])[CH:55]=3)=[O:52])=[CH:46][CH:45]=2)=[CH:42][N:43]=1)[CH2:33][C:34]([O:36]C)=[O:35], predict the reaction product. The product is: [CH3:31][C:32]([CH3:64])([CH2:38][C:39]1[S:40][C:41]([C:44]2[CH:49]=[CH:48][C:47]([NH:50][C:51]([NH:53][C:54]3[CH:59]=[CH:58][CH:57]=[C:56]([C:60]([F:62])([F:61])[F:63])[CH:55]=3)=[O:52])=[CH:46][CH:45]=2)=[CH:42][N:43]=1)[CH2:33][C:34]([OH:36])=[O:35]. (4) Given the reactants [CH:1]([N:5]1[CH:13]=[N:12][C:11]2[C:6]1=[N:7][C:8]([N:21]1[CH2:26][CH2:25][O:24][CH2:23][CH2:22]1)=[N:9][C:10]=2[C:14]1[CH:15]=[C:16]([OH:20])[CH:17]=[CH:18][CH:19]=1)([CH2:3][CH3:4])[CH3:2].COCCN1C=NC2C1=NC(N1CCOCC1)=NC=2C1C=C(O)C=CC=1.[CH3:53][C:54]([Si:57](Cl)([CH3:59])[CH3:58])([CH3:56])[CH3:55].N1C=CN=C1, predict the reaction product. The product is: [CH:1]([N:5]1[CH:13]=[N:12][C:11]2[C:6]1=[N:7][C:8]([N:21]1[CH2:26][CH2:25][O:24][CH2:23][CH2:22]1)=[N:9][C:10]=2[C:14]1[CH:19]=[CH:18][CH:17]=[C:16]([O:20][Si:57]([C:54]([CH3:56])([CH3:55])[CH3:53])([CH3:59])[CH3:58])[CH:15]=1)([CH2:3][CH3:4])[CH3:2]. (5) Given the reactants [NH2:1][C:2]1[CH:3]=[CH:4][C:5]2[O:10][CH2:9][CH2:8][N:7]([C:11]3[S:12][C:13]4[C:14](=[O:23])[NH:15][CH2:16][C:17]([CH3:22])([CH3:21])[CH2:18][C:19]=4[N:20]=3)[C:6]=2[CH:24]=1.Cl[CH2:26][C:27]1[N:28]=[N:29][CH:30]=[CH:31][CH:32]=1.CC(C)([O-:36])C.[Na+], predict the reaction product. The product is: [C:14]([OH:23])(=[O:36])[CH3:13].[CH3:21][C:17]1([CH3:22])[CH2:16][NH:15][C:14](=[O:23])[C:13]2[S:12][C:11]([N:7]3[C:6]4[CH:24]=[C:2]([NH:1][C:30]5[N:29]=[N:28][C:27]([CH3:26])=[CH:32][CH:31]=5)[CH:3]=[CH:4][C:5]=4[O:10][CH2:9][CH2:8]3)=[N:20][C:19]=2[CH2:18]1. (6) Given the reactants [CH3:1][O:2][C:3]([C:5]1[CH:10]=[CH:9][CH:8]=[C:7]([CH2:11][NH:12][CH2:13][CH2:14][NH:15][C@H:16]([C:21]([O:23][C:24]([CH3:27])([CH3:26])[CH3:25])=[O:22])[C:17]([CH3:20])([CH3:19])[CH3:18])[N:6]=1)=[O:4].[C:28](=O)(OC1C=CC([N+]([O-])=O)=CC=1)[O:29]C1C=CC([N+]([O-])=O)=CC=1.C(=O)(O)[O-].[Na+], predict the reaction product. The product is: [CH3:1][O:2][C:3]([C:5]1[CH:10]=[CH:9][CH:8]=[C:7]([CH2:11][N:12]2[CH2:13][CH2:14][N:15]([C@H:16]([C:21]([O:23][C:24]([CH3:27])([CH3:26])[CH3:25])=[O:22])[C:17]([CH3:20])([CH3:19])[CH3:18])[C:28]2=[O:29])[N:6]=1)=[O:4]. (7) Given the reactants [Br:1][C:2]1[C:8](F)=[CH:7][C:5]([NH2:6])=[C:4]([N+:10]([O-:12])=[O:11])[CH:3]=1.C(=O)([O-])[O-].[Cs+].[Cs+].[F:19][C:20]1[CH:25]=[C:24]([F:26])[CH:23]=[CH:22][C:21]=1[OH:27], predict the reaction product. The product is: [Br:1][C:2]1[C:8]([O:27][C:21]2[CH:22]=[CH:23][C:24]([F:26])=[CH:25][C:20]=2[F:19])=[CH:7][C:5]([NH2:6])=[C:4]([N+:10]([O-:12])=[O:11])[CH:3]=1.